Dataset: Full USPTO retrosynthesis dataset with 1.9M reactions from patents (1976-2016). Task: Predict the reactants needed to synthesize the given product. Given the product [Cl:1][C:2]1[CH:3]=[CH:4][C:5]([C:6]2[CH:7]=[CH:8][C:9]([C:25]([N:27]3[CH2:31][CH2:30][CH2:29][CH2:28]3)=[O:26])=[CH:10][C:11]=2[C:92]2[CH:97]=[CH:96][C:87]3[C:88](=[CH:89][CH:90]=[C:85]([C:84]4[N:42]([CH:67]5[CH2:72][CH2:71][CH2:70][CH2:69][CH2:68]5)[C:43]5[CH:48]=[CH:47][CH:46]=[CH:45][C:44]=5[N:49]=4)[CH:86]=3)[N:91]=2)=[CH:32][CH:33]=1, predict the reactants needed to synthesize it. The reactants are: [Cl:1][C:2]1[CH:33]=[CH:32][C:5]([C:6]2[C:11](C3C=CC4C(=CC=C(C(O)=O)C=4)N=3)=[CH:10][C:9]([C:25]([N:27]3[CH2:31][CH2:30][CH2:29][CH2:28]3)=[O:26])=[CH:8][CH:7]=2)=[CH:4][CH:3]=1.CN(C(O[N:42]1N=[N:49][C:44]2[CH:45]=[CH:46][CH:47]=[CH:48][C:43]1=2)=[N+](C)C)C.F[P-](F)(F)(F)(F)F.CCN(C(C)C)C(C)C.[CH:67]1(NC2C(N)=CC=CC=2)[CH2:72][CH2:71][CH2:70][CH2:69][CH2:68]1.C(O[C:84](=O)[C:85]1[CH:90]=[CH:89][C:88]([NH:91][CH:92]2[CH2:97][CH2:96]CCC2)=[C:87](N)[CH:86]=1)C.ClC1C=CC=CC=1[N+]([O-])=O.